This data is from Peptide-MHC class I binding affinity with 185,985 pairs from IEDB/IMGT. The task is: Regression. Given a peptide amino acid sequence and an MHC pseudo amino acid sequence, predict their binding affinity value. This is MHC class I binding data. (1) The peptide sequence is QYQYLSILF. The MHC is HLA-A24:03 with pseudo-sequence HLA-A24:03. The binding affinity (normalized) is 0.936. (2) The peptide sequence is KLGEGFKSL. The binding affinity (normalized) is 0.0847. The MHC is HLA-A25:01 with pseudo-sequence HLA-A25:01. (3) The peptide sequence is QTVEDEARRMW. The MHC is HLA-B57:01 with pseudo-sequence HLA-B57:01. The binding affinity (normalized) is 0.786. (4) The peptide sequence is GEVLSLDKL. The MHC is HLA-B40:02 with pseudo-sequence HLA-B40:02. The binding affinity (normalized) is 0.683. (5) The peptide sequence is FLDDASNSA. The MHC is HLA-A26:01 with pseudo-sequence HLA-A26:01. The binding affinity (normalized) is 0.0847. (6) The peptide sequence is ELVFIKPPL. The MHC is HLA-A02:01 with pseudo-sequence HLA-A02:01. The binding affinity (normalized) is 0.0536. (7) The peptide sequence is VLLTRSPDQ. The MHC is HLA-A02:03 with pseudo-sequence HLA-A02:03. The binding affinity (normalized) is 0.0847. (8) The MHC is HLA-B51:01 with pseudo-sequence HLA-B51:01. The binding affinity (normalized) is 0.130. The peptide sequence is APGKGLEWV. (9) The peptide sequence is RMVLSAFDER. The MHC is HLA-A68:01 with pseudo-sequence HLA-A68:01. The binding affinity (normalized) is 0.404. (10) The peptide sequence is RLRPGGKKKY. The MHC is HLA-A23:01 with pseudo-sequence HLA-A23:01. The binding affinity (normalized) is 0.